This data is from Catalyst prediction with 721,799 reactions and 888 catalyst types from USPTO. The task is: Predict which catalyst facilitates the given reaction. (1) Reactant: [N:1]1[CH:6]=[CH:5][CH:4]=[CH:3][C:2]=1[CH3:7].[Li+].[CH3:9]CC[CH2-].[CH:13]1(CBr)[CH2:18][CH2:17][CH2:16][CH2:15][CH2:14]1. Product: [N:1]1[CH:6]=[CH:5][CH:4]=[CH:3][C:2]=1[CH:7]([CH:13]1[CH2:18][CH2:17][CH2:16][CH2:15][CH2:14]1)[CH3:9]. The catalyst class is: 1. (2) Reactant: [CH2:1]([N:3]1[C:7]([C:8]([O:10][CH3:11])=[O:9])=[CH:6][C:5]([CH3:12])=[N:4]1)[CH3:2].[I:13]N1C(=O)CCC1=O.CCOC(C)=O. Product: [CH2:1]([N:3]1[C:7]([C:8]([O:10][CH3:11])=[O:9])=[C:6]([I:13])[C:5]([CH3:12])=[N:4]1)[CH3:2]. The catalyst class is: 18. (3) Reactant: C([NH:8][C@H:9]([C:20]([OH:22])=[O:21])[CH2:10][C:11]1[CH:16]=[CH:15][C:14]([N:17]=[N+:18]=[N-:19])=[CH:13][CH:12]=1)(OC(C)(C)C)=O.[CH2:23]([NH:27][C:28]([NH:37]C(OC(C)(C)C)=O)=[N:29]C(OC(C)(C)C)=O)[CH2:24][C:25]#[CH:26].O=C1O[C@H]([C@H](CO)O)C([O-])=C1O.[Na+].C(N1C=C(CN(CC2N=NN(CC3C=CC=CC=3)C=2)CC2N=NN(CC3C=CC=CC=3)C=2)N=N1)C1C=CC=CC=1. Product: [NH2:8][C@@H:9]([CH2:10][C:11]1[CH:12]=[CH:13][C:14]([N:17]2[CH:26]=[C:25]([CH2:24][CH2:23][NH:27][C:28]([NH2:37])=[NH:29])[N:19]=[N:18]2)=[CH:15][CH:16]=1)[C:20]([OH:22])=[O:21]. The catalyst class is: 374. (4) Reactant: [S:1]1[CH:5]=[CH:4][N:3]=[C:2]1[C:6]1([C:12]2[CH:20]=[CH:19][C:15]([C:16]([OH:18])=O)=[CH:14][CH:13]=2)[CH2:11][CH2:10][O:9][CH2:8][CH2:7]1.C(OC(=O)[NH:27][C:28]1[CH:33]=[CH:32][C:31]([C:34]2[S:35][CH:36]=[CH:37][CH:38]=2)=[CH:30][C:29]=1[NH2:39])(C)(C)C.CN(C(ON1N=NC2C=CC=NC1=2)=[N+](C)C)C.F[P-](F)(F)(F)(F)F.CCN(C(C)C)C(C)C. Product: [NH2:27][C:28]1[CH:33]=[CH:32][C:31]([C:34]2[S:35][CH:36]=[CH:37][CH:38]=2)=[CH:30][C:29]=1[NH:39][C:16](=[O:18])[C:15]1[CH:19]=[CH:20][C:12]([C:6]2([C:2]3[S:1][CH:5]=[CH:4][N:3]=3)[CH2:11][CH2:10][O:9][CH2:8][CH2:7]2)=[CH:13][CH:14]=1. The catalyst class is: 3. (5) Reactant: [CH3:1][O:2][C:3](=[O:15])[CH2:4][C:5]1[O:9][C:8]([CH3:10])=[N:7][C:6]=1[C:11]([O:13]C)=O.[H-].[Na+].[F:18][C:19]1[CH:28]=[C:27]([I:29])[CH:26]=[CH:25][C:20]=1[N:21]=[C:22]=[N:23][CH3:24].[NH4+].[Cl-]. Product: [F:18][C:19]1[CH:28]=[C:27]([I:29])[CH:26]=[CH:25][C:20]=1[NH:21][C:22]1[N:23]([CH3:24])[C:11](=[O:13])[C:6]2[N:7]=[C:8]([CH3:10])[O:9][C:5]=2[C:4]=1[C:3]([O:2][CH3:1])=[O:15]. The catalyst class is: 1.